From a dataset of Peptide-MHC class II binding affinity with 134,281 pairs from IEDB. Regression. Given a peptide amino acid sequence and an MHC pseudo amino acid sequence, predict their binding affinity value. This is MHC class II binding data. (1) The peptide sequence is ITYGETGGNSPVQEF. The MHC is DRB1_0405 with pseudo-sequence DRB1_0405. The binding affinity (normalized) is 0.154. (2) The peptide sequence is LFNAQPGLTSSVIGA. The MHC is DRB1_0101 with pseudo-sequence DRB1_0101. The binding affinity (normalized) is 0.460. (3) The peptide sequence is INRQILDNAAKYVEH. The MHC is HLA-DPA10201-DPB11401 with pseudo-sequence HLA-DPA10201-DPB11401. The binding affinity (normalized) is 0.0356. (4) The peptide sequence is AEVRSYCYLATVSDLSTK. The MHC is DRB1_0404 with pseudo-sequence DRB1_0404. The binding affinity (normalized) is 0.221. (5) The binding affinity (normalized) is 0.439. The peptide sequence is EQFLGALDLAKKRVH. The MHC is DRB1_0401 with pseudo-sequence DRB1_0401. (6) The peptide sequence is SQTSYQYLIIQNRTW. The MHC is DRB1_0101 with pseudo-sequence DRB1_0101. The binding affinity (normalized) is 0.554.